Dataset: Forward reaction prediction with 1.9M reactions from USPTO patents (1976-2016). Task: Predict the product of the given reaction. (1) Given the reactants [Br:1][C:2]1[C:6]2[CH:7]=[C:8]([O:11][CH3:12])[CH:9]=[CH:10][C:5]=2[O:4][C:3]=1[CH:13]([NH:20][C:21]1[CH:29]=[CH:28][C:24]([C:25](O)=[O:26])=[CH:23][CH:22]=1)[CH:14]1[CH2:19][CH2:18][CH2:17][CH2:16][CH2:15]1.Cl.[CH2:31]([O:33][C:34](=[O:38])[CH2:35][CH2:36][NH2:37])[CH3:32].O.ON1C2C=CC=CC=2N=N1.Cl.C(N=C=NCCCN(C)C)C.Cl, predict the reaction product. The product is: [Br:1][C:2]1[C:6]2[CH:7]=[C:8]([O:11][CH3:12])[CH:9]=[CH:10][C:5]=2[O:4][C:3]=1[CH:13]([NH:20][C:21]1[CH:22]=[CH:23][C:24]([C:25]([NH:37][CH2:36][CH2:35][C:34]([O:33][CH2:31][CH3:32])=[O:38])=[O:26])=[CH:28][CH:29]=1)[CH:14]1[CH2:15][CH2:16][CH2:17][CH2:18][CH2:19]1. (2) Given the reactants [Cl:1][C:2]1[CH:7]=[CH:6][C:5]([NH:8][C:9]([CH:11]2[CH2:16][C:15]([F:18])([F:17])[CH2:14][NH:13][CH2:12]2)=[O:10])=[CH:4][CH:3]=1.[Br:19][C:20]1[CH:21]=[N:22][CH:23]=[C:24]([CH:28]=1)[C:25](O)=[O:26].Cl.CN(C)CCCN=C=NCC.C(N(CC)C(C)C)(C)C, predict the reaction product. The product is: [Br:19][C:20]1[CH:21]=[N:22][CH:23]=[C:24]([CH:28]=1)[C:25]([N:13]1[CH2:14][C:15]([F:18])([F:17])[CH2:16][CH:11]([C:9]([NH:8][C:5]2[CH:4]=[CH:3][C:2]([Cl:1])=[CH:7][CH:6]=2)=[O:10])[CH2:12]1)=[O:26]. (3) Given the reactants C[O:2][C:3]1[N:10]=[CH:9][CH:8]=[CH:7][C:4]=1[C:5]#[N:6], predict the reaction product. The product is: [OH:2][C:3]1[N:10]=[CH:9][CH:8]=[CH:7][C:4]=1[C:5]#[N:6]. (4) Given the reactants [N+:1]([C:4]1[CH:20]=[CH:19][C:7]2[CH2:8][CH2:9][N:10]([C:13](=[O:18])[C:14]([F:17])([F:16])[F:15])[CH2:11][CH2:12][C:6]=2[CH:5]=1)([O-])=O.C(O)C, predict the reaction product. The product is: [F:17][C:14]([F:15])([F:16])[C:13]([N:10]1[CH2:9][CH2:8][C:7]2[CH:19]=[CH:20][C:4]([NH2:1])=[CH:5][C:6]=2[CH2:12][CH2:11]1)=[O:18].